From a dataset of Reaction yield outcomes from USPTO patents with 853,638 reactions. Predict the reaction yield, written as a fraction of the theoretical maximum amount of product (1.0 means a 100% yield; for example, 0.34 means a 34% yield). (1) The reactants are [CH2:1]1[CH:5]2[CH2:6][C:7](=[O:9])[CH2:8][CH:4]2[CH2:3][NH:2]1.C(=O)([O-])[O-].[K+].[K+].Cl[C:17]([O:19][CH3:20])=[O:18]. The catalyst is C(#N)C. The product is [CH3:20][O:19][C:17]([N:2]1[CH2:3][CH:4]2[CH2:8][C:7](=[O:9])[CH2:6][CH:5]2[CH2:1]1)=[O:18]. The yield is 0.584. (2) The reactants are [CH3:1][C:2]1([CH2:13][N:14]2[CH2:19][CH2:18][N:17]([C:20](OC(C)(C)C)=[O:21])[CH2:16][CH2:15]2)[O:6][C:5]2=[N:7][C:8]([N+:10]([O-:12])=[O:11])=[CH:9][N:4]2[CH2:3]1.FC(F)(F)C(O)=O.C(N(CC)CC)C.[CH:41]([N:44]=C=O)([CH3:43])[CH3:42]. The catalyst is O. The product is [CH:41]([NH:44][C:20]([N:17]1[CH2:18][CH2:19][N:14]([CH2:13][C:2]2([CH3:1])[O:6][C:5]3=[N:7][C:8]([N+:10]([O-:12])=[O:11])=[CH:9][N:4]3[CH2:3]2)[CH2:15][CH2:16]1)=[O:21])([CH3:43])[CH3:42]. The yield is 0.670. (3) The reactants are [C:1]1([S:7]([N:10]2[C:14]3=[N:15][CH:16]=[CH:17][CH:18]=[C:13]3[CH:12]=[CH:11]2)(=[O:9])=[O:8])[CH:6]=[CH:5][CH:4]=[CH:3][CH:2]=1.C([Li])CCC.CCCCCC.[O:30]1[C:34]2([CH2:38][CH2:37][CH:36]([CH2:39][CH:40]=[O:41])[CH2:35]2)[O:33][CH2:32][CH2:31]1. The catalyst is O1CCCC1. The product is [C:1]1([S:7]([N:10]2[C:14]3=[N:15][CH:16]=[CH:17][CH:18]=[C:13]3[CH:12]=[C:11]2[CH:40]([OH:41])[CH2:39][CH:36]2[CH2:37][CH2:38][C:34]3([O:30][CH2:31][CH2:32][O:33]3)[CH2:35]2)(=[O:9])=[O:8])[CH:2]=[CH:3][CH:4]=[CH:5][CH:6]=1. The yield is 0.740. (4) The reactants are [CH3:1][C:2]1([CH3:10])[O:9][C:7](=[O:8])[CH2:6][C:4](=[O:5])[O:3]1.[CH:11]([O-])([O-])OC.[F:16][C:17]1[CH:18]=[CH:19][C:20]([O:24][CH2:25][CH2:26][CH3:27])=[C:21]([CH:23]=1)[NH2:22]. No catalyst specified. The product is [F:16][C:17]1[CH:18]=[CH:19][C:20]([O:24][CH2:25][CH2:26][CH3:27])=[C:21]([NH:22][CH:11]=[C:6]2[C:7](=[O:8])[O:9][C:2]([CH3:10])([CH3:1])[O:3][C:4]2=[O:5])[CH:23]=1. The yield is 0.930. (5) The reactants are [CH3:1][C:2]1[N:41]=[C:5]2[N:6]([C@H:29]3[CH2:34][CH2:33][C@H:32]([O:35][CH2:36][C:37]4([CH3:40])[CH2:39][O:38]4)[CH2:31][CH2:30]3)[C:7](=[O:28])[C:8]([CH2:13][C:14]3[CH:19]=[CH:18][C:17]([C:20]4[C:21]([C:26]#[N:27])=[CH:22][CH:23]=[CH:24][CH:25]=4)=[CH:16][CH:15]=3)=[C:9]([CH2:10][CH2:11][CH3:12])[N:4]2[N:3]=1.CCCC[N+](CCCC)(CCCC)CCCC.[FH:59].F.[F-]. The catalyst is ClC1C=CC=CC=1. The product is [F:59][CH2:39][C:37]([OH:38])([CH3:40])[CH2:36][O:35][C@H:32]1[CH2:33][CH2:34][C@H:29]([N:6]2[C:7](=[O:28])[C:8]([CH2:13][C:14]3[CH:15]=[CH:16][C:17]([C:20]4[C:21]([C:26]#[N:27])=[CH:22][CH:23]=[CH:24][CH:25]=4)=[CH:18][CH:19]=3)=[C:9]([CH2:10][CH2:11][CH3:12])[N:4]3[N:3]=[C:2]([CH3:1])[N:41]=[C:5]23)[CH2:30][CH2:31]1. The yield is 0.460.